Dataset: NCI-60 drug combinations with 297,098 pairs across 59 cell lines. Task: Regression. Given two drug SMILES strings and cell line genomic features, predict the synergy score measuring deviation from expected non-interaction effect. (1) Drug 1: C1CN1P(=S)(N2CC2)N3CC3. Drug 2: N.N.Cl[Pt+2]Cl. Cell line: HOP-62. Synergy scores: CSS=52.4, Synergy_ZIP=-4.22, Synergy_Bliss=-0.692, Synergy_Loewe=-5.06, Synergy_HSA=0.665. (2) Drug 1: COC1=NC(=NC2=C1N=CN2C3C(C(C(O3)CO)O)O)N. Drug 2: CC1=C2C(C(=O)C3(C(CC4C(C3C(C(C2(C)C)(CC1OC(=O)C(C(C5=CC=CC=C5)NC(=O)C6=CC=CC=C6)O)O)OC(=O)C7=CC=CC=C7)(CO4)OC(=O)C)O)C)OC(=O)C. Cell line: RXF 393. Synergy scores: CSS=3.68, Synergy_ZIP=-3.74, Synergy_Bliss=-6.97, Synergy_Loewe=-23.7, Synergy_HSA=-8.01. (3) Drug 2: CCN(CC)CCNC(=O)C1=C(NC(=C1C)C=C2C3=C(C=CC(=C3)F)NC2=O)C. Cell line: SF-539. Synergy scores: CSS=6.95, Synergy_ZIP=0.768, Synergy_Bliss=-0.948, Synergy_Loewe=-2.80, Synergy_HSA=-0.762. Drug 1: C1CCC(CC1)NC(=O)N(CCCl)N=O. (4) Drug 1: CC12CCC(CC1=CCC3C2CCC4(C3CC=C4C5=CN=CC=C5)C)O. Drug 2: CC1=C2C(C(=O)C3(C(CC4C(C3C(C(C2(C)C)(CC1OC(=O)C(C(C5=CC=CC=C5)NC(=O)OC(C)(C)C)O)O)OC(=O)C6=CC=CC=C6)(CO4)OC(=O)C)O)C)O. Cell line: MOLT-4. Synergy scores: CSS=81.1, Synergy_ZIP=20.4, Synergy_Bliss=19.3, Synergy_Loewe=-13.6, Synergy_HSA=19.6.